This data is from Forward reaction prediction with 1.9M reactions from USPTO patents (1976-2016). The task is: Predict the product of the given reaction. (1) Given the reactants CS(O[CH2:6][CH2:7][CH2:8][CH2:9][N:10]1[C:14](=[O:15])[C:13]2[CH:16]=[CH:17][CH:18]=[CH:19][C:12]=2[S:11]1(=[O:21])=[O:20])(=O)=O.[N:22]1([C:28]2[N:33]=[CH:32][CH:31]=[CH:30][N:29]=2)[CH2:27][CH2:26][NH:25][CH2:24][CH2:23]1.C1(C)C=CC=CC=1, predict the reaction product. The product is: [CH:17]1[CH:18]=[CH:19][C:12]2[S:11](=[O:21])(=[O:20])[N:10]([CH2:9][CH2:8][CH2:7][CH2:6][N:25]3[CH2:26][CH2:27][N:22]([C:28]4[N:33]=[CH:32][CH:31]=[CH:30][N:29]=4)[CH2:23][CH2:24]3)[C:14](=[O:15])[C:13]=2[CH:16]=1. (2) Given the reactants F[C:2]1[CH:15]=[CH:14][C:5]([CH2:6][CH2:7][O:8][CH2:9][CH2:10][C:11]([OH:13])=[O:12])=[CH:4][CH:3]=1.[F:16]C1C=CC=CC=1CCO, predict the reaction product. The product is: [F:16][C:14]1[CH:15]=[CH:2][CH:3]=[CH:4][C:5]=1[CH2:6][CH2:7][O:8][CH2:9][CH2:10][C:11]([OH:13])=[O:12]. (3) Given the reactants [OH:1][C:2]1[CH:3]=[C:4]2[C:9](=[CH:10][CH:11]=1)[C:8](=[O:12])[CH2:7][CH2:6][CH2:5]2.N1C=CC=CC=1.[F:19][C:20]([F:33])([F:32])[S:21](O[S:21]([C:20]([F:33])([F:32])[F:19])(=[O:23])=[O:22])(=[O:23])=[O:22].C(=O)([O-])[O-].[Na+].[Na+], predict the reaction product. The product is: [F:19][C:20]([F:33])([F:32])[S:21]([O:1][C:2]1[CH:11]=[CH:10][C:9]2[C:8](=[O:12])[CH2:7][CH2:6][CH2:5][C:4]=2[CH:3]=1)(=[O:23])=[O:22]. (4) The product is: [O:1]([CH2:2][CH:3]1[CH2:12][N:7]2[CH2:8][CH2:9][N:10]([C:16]3[CH:17]=[CH:18][N:19]=[C:14]([Cl:13])[N:15]=3)[CH2:11][CH:6]2[CH2:5][CH2:4]1)[C:21]1[CH:26]=[CH:25][CH:24]=[CH:23][CH:22]=1. Given the reactants [OH:1][CH2:2][CH:3]1[CH2:12][N:7]2[CH2:8][CH2:9][NH:10][CH2:11][CH:6]2[CH2:5][CH2:4]1.[Cl:13][C:14]1[N:19]=[C:18](Cl)[CH:17]=[CH:16][N:15]=1.[C:21]1(O)[CH:26]=[CH:25][CH:24]=[CH:23][CH:22]=1, predict the reaction product. (5) The product is: [CH2:1]([O:8][C:9]([CH:11]1[C:17](=[C:18]2[CH2:22][CH:21]([CH3:23])[O:20][C:19]2=[O:25])[O:16][C@H:15]2[N:12]1[C:13](=[O:26])[CH2:14]2)=[O:10])[C:2]1[CH:3]=[CH:4][CH:5]=[CH:6][CH:7]=1. Given the reactants [CH2:1]([O:8][C:9]([CH:11]1[C:17](=[C:18]2[CH2:22][CH:21]([CH2:23]I)[O:20][C:19]2=[O:25])[O:16][C@H:15]2[N:12]1[C:13](=[O:26])[CH2:14]2)=[O:10])[C:2]1[CH:7]=[CH:6][CH:5]=[CH:4][CH:3]=1.C1(C)C=CC=CC=1.COC(C)(C)C, predict the reaction product. (6) Given the reactants [CH2:1]([O:4][C@@H:5]([CH3:17])[CH2:6][C:7]#[C:8][CH2:9][O:10][C:11]1[CH:16]=[CH:15][CH:14]=[CH:13][CH:12]=1)[C:2]#[CH:3].[CH3:18][O:19][C:20]1[CH:31]=[CH:30][C:23]([CH2:24][NH:25][CH2:26][CH2:27][C:28]#[N:29])=[CH:22][CH:21]=1.[CH2:32]=O, predict the reaction product. The product is: [CH3:18][O:19][C:20]1[CH:21]=[CH:22][C:23]([CH2:24][N:25]([CH2:32][C:3]#[C:2][CH2:1][O:4][C@H:5]([CH2:6][C:7]#[C:8][CH2:9][O:10][C:11]2[CH:12]=[CH:13][CH:14]=[CH:15][CH:16]=2)[CH3:17])[CH2:26][CH2:27][C:28]#[N:29])=[CH:30][CH:31]=1. (7) Given the reactants [CH2:1]([O:3][C:4]1[CH:5]=[C:6]([C:13]2[O:17][N:16]=[C:15]([C:18]3[CH:26]=[CH:25][CH:24]=[C:23]4[C:19]=3[CH2:20][CH2:21][N:22]4[CH2:27][C:28]3([NH:36]C(=O)OC(C)(C)C)[CH2:33][O:32]C(C)(C)[O:30][CH2:29]3)[N:14]=2)[CH:7]=[CH:8][C:9]=1[O:10][CH2:11][CH3:12])[CH3:2].CC1(C)OCC(NC(=O)OCCCC)(CNC2C=CC(CCCCCCCC)=CC=2)CO1, predict the reaction product. The product is: [NH2:36][C:28]([CH2:27][N:22]1[C:23]2[C:19](=[C:18]([C:15]3[N:14]=[C:13]([C:6]4[CH:7]=[CH:8][C:9]([O:10][CH2:11][CH3:12])=[C:4]([O:3][CH2:1][CH3:2])[CH:5]=4)[O:17][N:16]=3)[CH:26]=[CH:25][CH:24]=2)[CH2:20][CH2:21]1)([CH2:29][OH:30])[CH2:33][OH:32].